Dataset: Peptide-MHC class II binding affinity with 134,281 pairs from IEDB. Task: Regression. Given a peptide amino acid sequence and an MHC pseudo amino acid sequence, predict their binding affinity value. This is MHC class II binding data. (1) The peptide sequence is MGGLWKYLNAVSLCIHHHHHH. The binding affinity (normalized) is 0.450. The MHC is DRB1_0301 with pseudo-sequence DRB1_0301. (2) The peptide sequence is ALQSHDDVALVSVMW. The MHC is HLA-DPA10201-DPB11401 with pseudo-sequence HLA-DPA10201-DPB11401. The binding affinity (normalized) is 0.0955.